From a dataset of Forward reaction prediction with 1.9M reactions from USPTO patents (1976-2016). Predict the product of the given reaction. (1) Given the reactants Cl.[Cl:2][C:3]1[CH:8]=[CH:7][C:6]([CH3:9])=[CH:5][C:4]=1[NH:10]N.O.Cl.[NH:14]1[CH2:19][CH2:18][C:17](=O)[CH2:16][CH2:15]1.Cl, predict the reaction product. The product is: [ClH:2].[Cl:2][C:3]1[C:4]2[NH:10][C:17]3[CH2:18][CH2:19][NH:14][CH2:15][C:16]=3[C:5]=2[C:6]([CH3:9])=[CH:7][CH:8]=1. (2) Given the reactants Br[C:2]1[C:7]([C:8]([O:10][CH3:11])=[O:9])=[CH:6][C:5]([CH2:12][CH2:13][OH:14])=[CH:4][N:3]=1.[CH2:15]([NH2:17])[CH3:16], predict the reaction product. The product is: [CH2:15]([NH:17][C:2]1[C:7]([C:8]([O:10][CH3:11])=[O:9])=[CH:6][C:5]([CH2:12][CH2:13][OH:14])=[CH:4][N:3]=1)[CH3:16]. (3) Given the reactants [NH2:1][C:2]1[CH:3]=[C:4]([CH:7]=[CH:8][C:9]=1[Cl:10])[C:5]#[N:6].Cl.[N:12]([O-])=O.[Na+].[CH3:16][C:17]([C:24]1[CH:29]=[CH:28][C:27]([OH:30])=[C:26]([C:31]([C:34]2[CH:39]=[CH:38][CH:37]=[CH:36][CH:35]=2)([CH3:33])[CH3:32])[CH:25]=1)([CH3:23])[CH2:18][C:19]([CH3:22])([CH3:21])[CH3:20], predict the reaction product. The product is: [Cl:10][C:9]1[CH:8]=[CH:7][C:4]([C:5]#[N:6])=[CH:3][C:2]=1[N:1]=[N:12][C:28]1[CH:29]=[C:24]([C:17]([CH3:16])([CH3:23])[CH2:18][C:19]([CH3:20])([CH3:21])[CH3:22])[CH:25]=[C:26]([C:31]([CH3:32])([C:34]2[CH:35]=[CH:36][CH:37]=[CH:38][CH:39]=2)[CH3:33])[C:27]=1[OH:30]. (4) The product is: [C:18]([O:17][C:15]([N:11]1[CH2:12][CH2:13][CH2:14][C@@H:10]1[C:8]1[S:9][C:5]([C:3]([OH:4])=[O:2])=[CH:6][CH:7]=1)=[O:16])([CH3:21])([CH3:19])[CH3:20]. Given the reactants C[O:2][C:3]([C:5]1[S:9][C:8]([C@H:10]2[CH2:14][CH2:13][CH2:12][N:11]2[C:15]([O:17][C:18]([CH3:21])([CH3:20])[CH3:19])=[O:16])=[CH:7][CH:6]=1)=[O:4].O.[OH-].[Li+], predict the reaction product. (5) Given the reactants C([Si]([O:8][C:9]1[CH:14]=[CH:13][C:12]([CH:15]=[CH:16][CH2:17][C:18]2[CH:23]=[CH:22][CH:21]=[CH:20][CH:19]=2)=[CH:11][C:10]=1[O:24][CH2:25][CH3:26])(C)C)(C)(C)C.[N+](CCCC)(CCCC)(CCCC)CCCC.[F-].O, predict the reaction product. The product is: [CH2:25]([O:24][C:10]1[CH:11]=[C:12]([CH:15]=[CH:16][CH2:17][C:18]2[CH:23]=[CH:22][CH:21]=[CH:20][CH:19]=2)[CH:13]=[CH:14][C:9]=1[OH:8])[CH3:26]. (6) Given the reactants O[CH2:2][CH:3]1[CH2:7][O:6][C:5]2([CH2:12][CH2:11][N:10]([CH2:13][CH2:14][C:15]3[CH:20]=[CH:19][CH:18]=[CH:17][CH:16]=3)[CH2:9][CH2:8]2)[O:4]1.[C:21]1(C)[CH:26]=[CH:25][C:24]([S:27](O)(=O)=O)=[CH:23][CH:22]=1.C1(S)C=CC=CC=1, predict the reaction product. The product is: [CH2:13]([N:10]1[CH2:9][CH2:8][C:5]2([O:4][CH:3]([CH2:2][S:27][C:24]3[CH:25]=[CH:26][CH:21]=[CH:22][CH:23]=3)[CH2:7][O:6]2)[CH2:12][CH2:11]1)[CH2:14][C:15]1[CH:16]=[CH:17][CH:18]=[CH:19][CH:20]=1. (7) Given the reactants B(Br)(Br)Br.C(OC([N:12]1[CH2:17][CH2:16][N:15]([C:18]([C:20]2[C:24]3=[N:25][C:26]([O:29]C)=[CH:27][CH:28]=[C:23]3[N:22]([C:31]3[CH:36]=[CH:35][CH:34]=[CH:33][CH:32]=3)[C:21]=2[CH2:37][C:38]2[CH:43]=[CH:42][CH:41]=[C:40]([F:44])[C:39]=2[CH3:45])=[O:19])[CH2:14][CH2:13]1)=O)(C)(C)C, predict the reaction product. The product is: [F:44][C:40]1[C:39]([CH3:45])=[C:38]([CH:43]=[CH:42][CH:41]=1)[CH2:37][C:21]1[N:22]([C:31]2[CH:32]=[CH:33][CH:34]=[CH:35][CH:36]=2)[C:23]2[C:24](=[N:25][C:26]([OH:29])=[CH:27][CH:28]=2)[C:20]=1[C:18]([N:15]1[CH2:14][CH2:13][NH:12][CH2:17][CH2:16]1)=[O:19]. (8) Given the reactants C(N(CC)CC)C.[Cl:8][C:9]1[CH:17]=[CH:16][C:12]([C:13]([OH:15])=O)=[CH:11][C:10]=1[NH:18][C:19]([C:21]1[C:32](=[O:33])[NH:31][C:24]2[N:25]=[C:26]([O:29][CH3:30])[N:27]=[CH:28][C:23]=2[CH:22]=1)=[O:20].CN(C(ON1N=NC2C=CC=NC1=2)=[N+](C)C)C.F[P-](F)(F)(F)(F)F.[NH2:58][CH2:59][C:60]1[CH:65]=[CH:64][CH:63]=[CH:62][N:61]=1, predict the reaction product. The product is: [Cl:8][C:9]1[CH:17]=[CH:16][C:12]([C:13](=[O:15])[NH:58][CH2:59][C:60]2[CH:65]=[CH:64][CH:63]=[CH:62][N:61]=2)=[CH:11][C:10]=1[NH:18][C:19]([C:21]1[C:32](=[O:33])[NH:31][C:24]2[N:25]=[C:26]([O:29][CH3:30])[N:27]=[CH:28][C:23]=2[CH:22]=1)=[O:20]. (9) Given the reactants [CH3:1][N:2]([CH2:15][CH:16]1[CH2:20][CH2:19][N:18]([CH3:21])[CH2:17]1)[C:3]1[O:4][C:5]2[CH:11]=[CH:10][C:9]([N+:12]([O-])=O)=[CH:8][C:6]=2[N:7]=1, predict the reaction product. The product is: [CH3:1][N:2]([CH2:15][CH:16]1[CH2:20][CH2:19][N:18]([CH3:21])[CH2:17]1)[C:3]1[O:4][C:5]2[CH:11]=[CH:10][C:9]([NH2:12])=[CH:8][C:6]=2[N:7]=1. (10) Given the reactants CC(C)([O-])C.[K+].[C:7]([CH2:9]P(=O)(OCC)OCC)#[N:8].[CH2:18]=[C:19]1[CH2:22][CH:21]([CH:23]=O)[CH2:20]1, predict the reaction product. The product is: [CH2:18]=[C:19]1[CH2:22][CH:21]([CH:23]=[CH:9][C:7]#[N:8])[CH2:20]1.